Dataset: Forward reaction prediction with 1.9M reactions from USPTO patents (1976-2016). Task: Predict the product of the given reaction. Given the reactants Cl[C:2]1[N:7]=[CH:6][N:5]=[C:4]([NH:8][C:9]2[CH:14]=[CH:13][C:12]([O:15][CH3:16])=[CH:11][CH:10]=2)[CH:3]=1.[NH2:17][CH2:18][C:19]([OH:21])=[O:20].CCN(C(C)C)C(C)C, predict the reaction product. The product is: [CH3:16][O:15][C:12]1[CH:13]=[CH:14][C:9]([NH:8][C:4]2[N:5]=[CH:6][N:7]=[C:2]([NH:17][CH2:18][C:19]([OH:21])=[O:20])[CH:3]=2)=[CH:10][CH:11]=1.